Dataset: NCI-60 drug combinations with 297,098 pairs across 59 cell lines. Task: Regression. Given two drug SMILES strings and cell line genomic features, predict the synergy score measuring deviation from expected non-interaction effect. (1) Drug 1: CN(CC1=CN=C2C(=N1)C(=NC(=N2)N)N)C3=CC=C(C=C3)C(=O)NC(CCC(=O)O)C(=O)O. Drug 2: CN(CCCl)CCCl.Cl. Cell line: SR. Synergy scores: CSS=82.2, Synergy_ZIP=-1.17, Synergy_Bliss=-1.59, Synergy_Loewe=-3.27, Synergy_HSA=-0.653. (2) Drug 1: C(=O)(N)NO. Drug 2: CCCCCOC(=O)NC1=NC(=O)N(C=C1F)C2C(C(C(O2)C)O)O. Cell line: PC-3. Synergy scores: CSS=3.05, Synergy_ZIP=-1.75, Synergy_Bliss=-2.70, Synergy_Loewe=-3.23, Synergy_HSA=-1.64. (3) Drug 1: C1CC(=O)NC(=O)C1N2CC3=C(C2=O)C=CC=C3N. Drug 2: C(CN)CNCCSP(=O)(O)O. Cell line: IGROV1. Synergy scores: CSS=0.0115, Synergy_ZIP=-1.89, Synergy_Bliss=0.433, Synergy_Loewe=-3.00, Synergy_HSA=-3.00. (4) Drug 1: CC1=C2C(C(=O)C3(C(CC4C(C3C(C(C2(C)C)(CC1OC(=O)C(C(C5=CC=CC=C5)NC(=O)OC(C)(C)C)O)O)OC(=O)C6=CC=CC=C6)(CO4)OC(=O)C)O)C)O. Drug 2: C(=O)(N)NO. Cell line: HCT-15. Synergy scores: CSS=1.15, Synergy_ZIP=2.26, Synergy_Bliss=-6.01, Synergy_Loewe=2.00, Synergy_HSA=-5.14. (5) Drug 1: CC1=CC=C(C=C1)C2=CC(=NN2C3=CC=C(C=C3)S(=O)(=O)N)C(F)(F)F. Drug 2: CC1=C(C=C(C=C1)NC(=O)C2=CC=C(C=C2)CN3CCN(CC3)C)NC4=NC=CC(=N4)C5=CN=CC=C5. Cell line: NCIH23. Synergy scores: CSS=4.28, Synergy_ZIP=1.31, Synergy_Bliss=4.85, Synergy_Loewe=-1.10, Synergy_HSA=0.697.